This data is from Full USPTO retrosynthesis dataset with 1.9M reactions from patents (1976-2016). The task is: Predict the reactants needed to synthesize the given product. (1) Given the product [CH2:1]([O:8][C:9](=[O:10])[NH:11][C:12]([CH3:33])([CH3:32])[C:13](=[O:14])[N:15]1[CH2:16][C:17]2[NH:18][C:19]3[CH:20]=[CH:21][CH:22]=[C:23]4[C:29](=[O:30])[NH:51][N:52]=[C:26]([C:25]=2[C:24]=34)[CH2:27]1)[C:2]1[CH:3]=[CH:4][CH:5]=[CH:6][CH:7]=1, predict the reactants needed to synthesize it. The reactants are: [CH2:1]([O:8][C:9]([NH:11][C:12]([CH3:33])([CH3:32])[C:13]([N:15]1[CH2:27][C:26](=O)[C:25]2[C:24]3[C:23]([C:29]([O-])=[O:30])=[CH:22][CH:21]=[CH:20][C:19]=3[NH:18][C:17]=2[CH2:16]1)=[O:14])=[O:10])[C:2]1[CH:7]=[CH:6][CH:5]=[CH:4][CH:3]=1.O.NN.C1C2NC3C=CC=C4C(=O)[NH:51][N:52]=C(C=2C=34)CC1. (2) Given the product [Cl:1][C:2]1[C:3]([C:19]2[CH:24]=[CH:23][CH:22]=[CH:21][N:20]=2)=[N:4][C:5]([N:8]2[CH2:9][CH2:10][N:11]([S:14]([CH2:17][CH2:18][O:26][CH3:25])(=[O:16])=[O:15])[CH2:12][CH2:13]2)=[CH:6][CH:7]=1, predict the reactants needed to synthesize it. The reactants are: [Cl:1][C:2]1[C:3]([C:19]2[CH:24]=[CH:23][CH:22]=[CH:21][N:20]=2)=[N:4][C:5]([N:8]2[CH2:13][CH2:12][N:11]([S:14]([CH:17]=[CH2:18])(=[O:16])=[O:15])[CH2:10][CH2:9]2)=[CH:6][CH:7]=1.[CH3:25][OH:26]. (3) The reactants are: [CH:1]1([C:4]2[CH:5]=[CH:6][CH:7]=[C:8]3[C:16]=2[CH:11]2[NH:12][C:13](=[O:15])[CH2:14][CH:10]2[CH2:9]3)[CH2:3][CH2:2]1.[C:17](O[C:17]([O:19][C:20]([CH3:23])([CH3:22])[CH3:21])=[O:18])([O:19][C:20]([CH3:23])([CH3:22])[CH3:21])=[O:18].CN(C1C=CC=CN=1)C.C(N(CC)CC)C. Given the product [CH:1]1([C:4]2[CH:5]=[CH:6][CH:7]=[C:8]3[C:16]=2[CH:11]2[N:12]([C:17]([O:19][C:20]([CH3:23])([CH3:22])[CH3:21])=[O:18])[C:13](=[O:15])[CH2:14][CH:10]2[CH2:9]3)[CH2:3][CH2:2]1, predict the reactants needed to synthesize it. (4) Given the product [CH3:22][O:21][C:18]1[CH:19]=[C:20]2[C:15](=[CH:16][C:17]=1[O:23][CH3:24])[N:14]=[N:13][CH:12]=[C:11]2[N:6]1[C:7]2[C:3](=[C:2]([N:25]3[CH2:30][CH2:29][O:28][CH2:27][CH2:26]3)[CH:10]=[CH:9][CH:8]=2)[CH:4]=[N:5]1, predict the reactants needed to synthesize it. The reactants are: Br[C:2]1[CH:10]=[CH:9][CH:8]=[C:7]2[C:3]=1[CH:4]=[N:5][N:6]2[C:11]1[C:20]2[C:15](=[CH:16][C:17]([O:23][CH3:24])=[C:18]([O:21][CH3:22])[CH:19]=2)[N:14]=[N:13][CH:12]=1.[NH:25]1[CH2:30][CH2:29][O:28][CH2:27][CH2:26]1.O1CCCC1.CC(C)([O-])C.[Na+]. (5) Given the product [CH2:1]([O:3][C:4]1[C:8]([CH2:9][CH2:10][CH2:11][O:12][C:24]2[C:28]([CH2:29][CH2:30][CH3:31])=[CH:27][NH:26][N:25]=2)=[CH:7][N:6]([C:13]2[CH:18]=[CH:17][C:16]([C:19]([F:21])([F:20])[F:22])=[CH:15][N:14]=2)[N:5]=1)[CH3:2], predict the reactants needed to synthesize it. The reactants are: [CH2:1]([O:3][C:4]1[C:8]([CH2:9][CH2:10][CH2:11][OH:12])=[CH:7][N:6]([C:13]2[CH:18]=[CH:17][C:16]([C:19]([F:22])([F:21])[F:20])=[CH:15][N:14]=2)[N:5]=1)[CH3:2].O[C:24]1[C:28]([CH2:29][CH2:30][CH3:31])=[CH:27][N:26](C(OC(C)(C)C)=O)[N:25]=1.C(P(CCCC)CCCC)CCC.N(C(N1CCCCC1)=O)=NC(N1CCCCC1)=O. (6) Given the product [OH:3][C:4]1[CH:5]=[C:6]([C:10]2[CH:18]=[CH:17][C:13]([C:14]([O-:16])=[O:15])=[C:12]([NH:19][C:20]([C:22]3[CH:23]=[N:24][CH:25]=[C:26]([C:28]4[CH:29]=[CH:30][CH:31]=[CH:32][CH:33]=4)[CH:27]=3)=[O:21])[CH:11]=2)[CH:7]=[CH:8][CH:9]=1.[Na+:2], predict the reactants needed to synthesize it. The reactants are: [OH-].[Na+:2].[OH:3][C:4]1[CH:5]=[C:6]([C:10]2[CH:18]=[CH:17][C:13]([C:14]([OH:16])=[O:15])=[C:12]([NH:19][C:20]([C:22]3[CH:23]=[N:24][CH:25]=[C:26]([C:28]4[CH:33]=[CH:32][CH:31]=[CH:30][CH:29]=4)[CH:27]=3)=[O:21])[CH:11]=2)[CH:7]=[CH:8][CH:9]=1. (7) Given the product [N+:13]([C:11]1[CH:12]=[C:7]([N:1]2[CH2:6][CH2:5][O:4][CH2:3][CH2:2]2)[CH:8]=[C:9]([O:16][CH2:17][C:18]2[CH:23]=[CH:22][CH:21]=[CH:20][CH:19]=2)[CH:10]=1)([O-:15])=[O:14], predict the reactants needed to synthesize it. The reactants are: [N:1]1([C:7]2[CH:8]=[C:9]([OH:16])[CH:10]=[C:11]([N+:13]([O-:15])=[O:14])[CH:12]=2)[CH2:6][CH2:5][O:4][CH2:3][CH2:2]1.[CH2:17](Br)[C:18]1[CH:23]=[CH:22][CH:21]=[CH:20][CH:19]=1.C(=O)([O-])[O-].[Cs+].[Cs+]. (8) The reactants are: [CH3:1][C@@:2]1([CH2:20][O:21][S:22]([C:25]2[CH:30]=[CH:29][C:28]([CH3:31])=[CH:27][CH:26]=2)(=[O:24])=[O:23])[O:7][C:6]2[C:8](OS(C(F)(F)F)(=O)=O)=[CH:9][CH:10]=[CH:11][C:5]=2[O:4][CH2:3]1.[Cl:32][C:33]1[CH:38]=[CH:37][CH:36]=[CH:35][C:34]=1B(O)O. Given the product [Cl:32][C:33]1[CH:38]=[CH:37][CH:36]=[CH:35][C:34]=1[C:8]1[C:6]2[O:7][C@:2]([CH2:20][O:21][S:22]([C:25]3[CH:30]=[CH:29][C:28]([CH3:31])=[CH:27][CH:26]=3)(=[O:24])=[O:23])([CH3:1])[CH2:3][O:4][C:5]=2[CH:11]=[CH:10][CH:9]=1, predict the reactants needed to synthesize it. (9) Given the product [C:1]([O:5][C:6]([N:8]1[CH2:9][CH2:10][N:11]([C:14]2[C:19]([F:20])=[CH:18][CH:17]=[C:16]3[C:15]=2[CH2:29][NH:30][C:39](=[O:41])[N:21]3[CH2:22][C:23]2[CH:28]=[CH:27][CH:26]=[CH:25][CH:24]=2)[CH2:12][CH2:13]1)=[O:7])([CH3:4])([CH3:2])[CH3:3], predict the reactants needed to synthesize it. The reactants are: [C:1]([O:5][C:6]([N:8]1[CH2:13][CH2:12][N:11]([C:14]2[C:19]([F:20])=[CH:18][CH:17]=[C:16]([NH:21][CH2:22][C:23]3[CH:28]=[CH:27][CH:26]=[CH:25][CH:24]=3)[C:15]=2[CH2:29][NH2:30])[CH2:10][CH2:9]1)=[O:7])([CH3:4])([CH3:3])[CH3:2].C(N(CC)CC)C.Cl[C:39](Cl)([O:41]C(=O)OC(Cl)(Cl)Cl)Cl. (10) Given the product [CH3:1][C:2]1[CH:3]=[C:4]([NH:8][C:26](=[O:27])[O:25][C:21]([CH3:24])([CH3:23])[CH3:22])[CH:5]=[N:6][CH:7]=1, predict the reactants needed to synthesize it. The reactants are: [CH3:1][C:2]1[CH:3]=[C:4]([NH2:8])[CH:5]=[N:6][CH:7]=1.C[Si]([NH-])(C)C.C[Si]([NH-])(C)C.[Na+].[Na+].[C:21]([O:25][C:26](O[C:26]([O:25][C:21]([CH3:24])([CH3:23])[CH3:22])=[O:27])=[O:27])([CH3:24])([CH3:23])[CH3:22].